From a dataset of Forward reaction prediction with 1.9M reactions from USPTO patents (1976-2016). Predict the product of the given reaction. (1) The product is: [NH3:3].[CH3:36][C:37]1([C:43]2[CH:44]=[C:45]([NH:49][S:50]([CH3:53])(=[O:52])=[O:51])[CH:46]=[CH:47][CH:48]=2)[CH:42]2[CH:38]1[CH2:39][N:40]([C:33](=[O:35])/[CH:32]=[CH:31]/[C:29]1[CH:28]=[CH:27][CH:26]=[C:25]([CH3:24])[N:30]=1)[CH2:41]2. Given the reactants O.O[N:3]1C2C=CC=CC=2N=N1.Cl.CN(C)CCCN=C=NCC.[CH3:24][C:25]1[N:30]=[C:29](/[CH:31]=[CH:32]/[C:33]([OH:35])=O)[CH:28]=[CH:27][CH:26]=1.[CH3:36][C:37]1([C:43]2[CH:44]=[C:45]([NH:49][S:50]([CH3:53])(=[O:52])=[O:51])[CH:46]=[CH:47][CH:48]=2)[CH:42]2[CH:38]1[CH2:39][NH:40][CH2:41]2.C(=O)([O-])O.[Na+], predict the reaction product. (2) Given the reactants [CH3:1][O:2][C:3]1[N:4]=[C:5]2[C:10](=[CH:11][CH:12]=1)[N:9]=[CH:8][CH:7]=[C:6]2OS(C(F)(F)F)(=O)=O.ClCCl.[CH3:24][Si:25]([C:28]#[CH:29])([CH3:27])[CH3:26], predict the reaction product. The product is: [CH3:1][O:2][C:3]1[CH:12]=[CH:11][C:10]2[C:5](=[C:6]([C:29]#[C:28][Si:25]([CH3:27])([CH3:26])[CH3:24])[CH:7]=[CH:8][N:9]=2)[N:4]=1. (3) Given the reactants [CH:1]1([NH:6][C:7]2[N:12]3[N:13]=[C:14]([C:23]4[CH:28]=[CH:27][C:26]([F:29])=[CH:25][CH:24]=4)[C:15]([C:16]4[CH:21]=[CH:20][N:19]=[C:18](F)[CH:17]=4)=[C:11]3[CH:10]=[CH:9][CH:8]=2)[CH2:5][CH2:4][CH2:3][CH2:2]1, predict the reaction product. The product is: [CH:1]1([NH:6][C:7]2[N:12]3[N:13]=[C:14]([C:23]4[CH:24]=[CH:25][C:26]([F:29])=[CH:27][CH:28]=4)[C:15]([C:16]4[CH:21]=[CH:20][N:19]=[C:18]([NH:6][CH:1]5[CH2:5][CH2:4][CH2:3][CH2:2]5)[CH:17]=4)=[C:11]3[CH:10]=[CH:9][CH:8]=2)[CH2:2][CH2:3][CH2:4][CH2:5]1. (4) The product is: [Cl:24][C:20]1[CH:19]=[C:18]([CH:23]=[CH:22][CH:21]=1)[CH2:17][N:8]1[C:9]2[C:14](=[CH:13][CH:12]=[CH:11][CH:10]=2)[C:15](=[O:16])[C:6]([C:4]([OH:5])=[O:3])=[CH:7]1. Given the reactants C([O:3][C:4]([C:6]1[C:15](=[O:16])[C:14]2[C:9](=[CH:10][CH:11]=[CH:12][CH:13]=2)[N:8]([CH2:17][C:18]2[CH:23]=[CH:22][CH:21]=[C:20]([Cl:24])[CH:19]=2)[CH:7]=1)=[O:5])C.[OH-].[Li+], predict the reaction product.